This data is from Catalyst prediction with 721,799 reactions and 888 catalyst types from USPTO. The task is: Predict which catalyst facilitates the given reaction. (1) Reactant: [OH-].[Na+].[CH:3]1([C:9]2[C:10]3[CH:11]=[CH:12][C:13]([C:32]([O:34][CH3:35])=[O:33])=[CH:14][C:15]=3[N:16]3[CH2:22][C:21]([C:24]([O:26]C)=[O:25])([F:23])[CH2:20][C:19]4[CH:28]=[CH:29][CH:30]=[CH:31][C:18]=4[C:17]=23)[CH2:8][CH2:7][CH2:6][CH2:5][CH2:4]1.Cl. Product: [CH:3]1([C:9]2[C:10]3[CH:11]=[CH:12][C:13]([C:32]([O:34][CH3:35])=[O:33])=[CH:14][C:15]=3[N:16]3[CH2:22][C:21]([C:24]([OH:26])=[O:25])([F:23])[CH2:20][C:19]4[CH:28]=[CH:29][CH:30]=[CH:31][C:18]=4[C:17]=23)[CH2:4][CH2:5][CH2:6][CH2:7][CH2:8]1. The catalyst class is: 111. (2) Reactant: [NH2:1][CH:2]1[CH2:7][CH2:6][CH:5]([NH:8][C:9]2[N:14]=[C:13]([N:15]([CH3:28])[C:16]3[CH:21]=[CH:20][N:19]=[C:18]([C:22]4[CH:27]=[CH:26][CH:25]=[CH:24][CH:23]=4)[N:17]=3)[CH:12]=[CH:11][N:10]=2)[CH2:4][CH2:3]1.N=C=N.C([NH:49][C@H:50]([C:52](O)=[O:53])[CH3:51])(OCC1C2C(=CC=CC=2)C2C1=CC=CC=2)=O.N1CCCCC1. Product: [NH2:49][C@@H:50]([CH3:51])[C:52]([NH:1][CH:2]1[CH2:7][CH2:6][CH:5]([NH:8][C:9]2[N:14]=[C:13]([N:15]([CH3:28])[C:16]3[CH:21]=[CH:20][N:19]=[C:18]([C:22]4[CH:27]=[CH:26][CH:25]=[CH:24][CH:23]=4)[N:17]=3)[CH:12]=[CH:11][N:10]=2)[CH2:4][CH2:3]1)=[O:53]. The catalyst class is: 2.